Task: Predict the reactants needed to synthesize the given product.. Dataset: Full USPTO retrosynthesis dataset with 1.9M reactions from patents (1976-2016) Given the product [F:44][C:45]1[CH:53]=[C:52]2[C:48]([C:49]([C:63]3[CH:64]=[N:65][N:66]([CH:68]4[CH2:73][CH2:72][N:71]([C:7](=[O:9])[CH2:6][CH2:5][S:2]([CH3:1])(=[O:4])=[O:3])[CH2:70][CH2:69]4)[CH:67]=3)=[CH:50][N:51]2[S:54]([C:57]2[CH:58]=[CH:59][CH:60]=[CH:61][CH:62]=2)(=[O:55])=[O:56])=[CH:47][CH:46]=1, predict the reactants needed to synthesize it. The reactants are: [CH3:1][S:2]([CH2:5][CH2:6][C:7]([OH:9])=O)(=[O:4])=[O:3].CN(C(ON1N=NC2C=CC=NC1=2)=[N+](C)C)C.F[P-](F)(F)(F)(F)F.CCN(C(C)C)C(C)C.Cl.[F:44][C:45]1[CH:53]=[C:52]2[C:48]([C:49]([C:63]3[CH:64]=[N:65][N:66]([CH:68]4[CH2:73][CH2:72][NH:71][CH2:70][CH2:69]4)[CH:67]=3)=[CH:50][N:51]2[S:54]([C:57]2[CH:62]=[CH:61][CH:60]=[CH:59][CH:58]=2)(=[O:56])=[O:55])=[CH:47][CH:46]=1.